From a dataset of Reaction yield outcomes from USPTO patents with 853,638 reactions. Predict the reaction yield, written as a fraction of the theoretical maximum amount of product (1.0 means a 100% yield; for example, 0.34 means a 34% yield). (1) The reactants are Cl[C:2]1[C:11]2[C:6](=[CH:7][CH:8]=[C:9]([C:12]3[CH:17]=[CH:16][C:15]([F:18])=[CH:14][CH:13]=3)[CH:10]=2)[N:5]=[CH:4][N:3]=1.[CH2:19]([NH2:23])[CH2:20][CH2:21][CH3:22]. No catalyst specified. The product is [CH2:19]([NH:23][C:2]1[C:11]2[C:6](=[CH:7][CH:8]=[C:9]([C:12]3[CH:17]=[CH:16][C:15]([F:18])=[CH:14][CH:13]=3)[CH:10]=2)[N:5]=[CH:4][N:3]=1)[CH2:20][CH2:21][CH3:22]. The yield is 0.680. (2) The reactants are [NH2:1][C:2]1[CH:7]=[C:6]([Br:8])[CH:5]=[CH:4][C:3]=1[OH:9].Cl[CH2:11][S:12](Cl)(=[O:14])=[O:13].Cl.C(=O)([O-])[O-].[K+].[K+]. The catalyst is CO.N1C=CC=CC=1.O1CCCC1. The product is [Br:8][C:6]1[CH:5]=[CH:4][C:3]2[O:9][CH2:11][S:12](=[O:14])(=[O:13])[NH:1][C:2]=2[CH:7]=1. The yield is 0.226. (3) The catalyst is CC([O-])=O.CC([O-])=O.[Pd+2]. The yield is 0.160. The reactants are [C:1]([O:4][CH:5]([CH3:9])[C:6]([OH:8])=[O:7])(=[O:3])[CH3:2].[OH-].[K+].[C:12](OC=C)(=O)[CH3:13]. The product is [CH:12]([C:5]([CH3:9])([OH:4])[C:6]([OH:8])=[O:7])=[CH2:13].[CH:12]([O:7][C:6](=[O:8])[CH:5]([O:4][C:1](=[O:3])[CH3:2])[CH3:9])=[CH2:13]. (4) The reactants are C(O[C:4](=[O:20])[C:5]([C:18]#[N:19])=[CH:6][NH:7][C:8]1[CH:13]=[CH:12][C:11]([O:14][CH3:15])=[C:10]([O:16][CH3:17])[CH:9]=1)C. The catalyst is ClC1C=CC=CC=1Cl. The product is [CH3:15][O:14][C:11]1[CH:12]=[C:13]2[C:8](=[CH:9][C:10]=1[O:16][CH3:17])[NH:7][CH:6]=[C:5]([C:18]#[N:19])[C:4]2=[O:20]. The yield is 0.140. (5) The reactants are [O:1]=[C:2]1[C:7]([CH2:8][C:9]2[CH:14]=[CH:13][C:12]([C:15]3[C:16]([C:21]#[N:22])=[CH:17][CH:18]=[CH:19][CH:20]=3)=[CH:11][CH:10]=2)=[C:6]([CH2:23][CH2:24][CH3:25])[N:5]2[N:26]=[CH:27][N:28]=[C:4]2[NH:3]1.[CH3:29][O:30][C:31]1[CH:36]=[CH:35][C:34](B(O)O)=[CH:33][CH:32]=1.C(N(CC)CC)C.N1C=CC=CC=1. The catalyst is ClCCl.C(OCC)(=O)C.C([O-])(=O)C.[Cu+2].C([O-])(=O)C. The product is [CH3:29][O:30][C:31]1[CH:36]=[CH:35][C:34]([N:3]2[C:2](=[O:1])[C:7]([CH2:8][C:9]3[CH:10]=[CH:11][C:12]([C:15]4[C:16]([C:21]#[N:22])=[CH:17][CH:18]=[CH:19][CH:20]=4)=[CH:13][CH:14]=3)=[C:6]([CH2:23][CH2:24][CH3:25])[N:5]3[N:26]=[CH:27][N:28]=[C:4]23)=[CH:33][CH:32]=1. The yield is 0.990. (6) The reactants are [C:1]([CH2:4][N:5]([CH2:19][C:20]([OH:22])=O)[C:6]1[CH:11]=[CH:10][C:9]([O:12][C:13]2[CH:18]=[CH:17][CH:16]=[CH:15][CH:14]=2)=[CH:8][CH:7]=1)([OH:3])=[O:2].C(=O)(O)[O-].[Na+].[C:28]([O:32][C:33]([NH:35][C@H:36]1[CH2:40][CH2:39][NH:38][CH2:37]1)=[O:34])([CH3:31])([CH3:30])[CH3:29]. The catalyst is CC(OCC1C2C(=CC=CC=2)C(COC(C)=O)=C2C=1C=CC=C2)=O. The product is [C:28]([O:32][C:33]([NH:35][C@H:36]1[CH2:40][CH2:39][N:38]([C:20](=[O:22])[CH2:19][N:5]([CH2:4][C:1]([OH:3])=[O:2])[C:6]2[CH:7]=[CH:8][C:9]([O:12][C:13]3[CH:14]=[CH:15][CH:16]=[CH:17][CH:18]=3)=[CH:10][CH:11]=2)[CH2:37]1)=[O:34])([CH3:31])([CH3:29])[CH3:30]. The yield is 0.450. (7) The reactants are [C:1]1([C:11]2[CH:16]=[CH:15][CH:14]=[CH:13][C:12]=2[CH3:17])[C:10]2[C:5](=[CH:6][CH:7]=[CH:8][CH:9]=2)[CH:4]=[CH:3][CH:2]=1.[Br:18]N1C(=O)CCC1=O. The yield is 0.820. The catalyst is ClC(Cl)(Cl)Cl.N(C(C)(C)C#N)=NC(C)(C)C#N. The product is [C:1]1([C:11]2[CH:16]=[CH:15][CH:14]=[CH:13][C:12]=2[CH2:17][Br:18])[C:10]2[C:5](=[CH:6][CH:7]=[CH:8][CH:9]=2)[CH:4]=[CH:3][CH:2]=1.